From a dataset of Forward reaction prediction with 1.9M reactions from USPTO patents (1976-2016). Predict the product of the given reaction. (1) Given the reactants [N:1]1([CH2:7][CH2:8][NH:9]C(C2C=CC=CC=2)(C2C=CC=CC=2)C2C=CC=CC=2)[CH2:6][CH2:5][NH:4][CH2:3][CH2:2]1.[C:29]1(=[O:35])[O:34][C:32](=[O:33])[CH2:31][CH2:30]1.CCN(C(C)C)C(C)C, predict the reaction product. The product is: [NH2:9][CH2:8][CH2:7][N:1]1[CH2:2][CH2:3][N:4]([C:29](=[O:35])[CH2:30][CH2:31][C:32]([OH:34])=[O:33])[CH2:5][CH2:6]1. (2) Given the reactants Br[C:2]1[CH:7]=[CH:6][C:5]([C:8]([N:10]2[CH2:15][CH2:14][N:13]([C:16]3[C:21]([CH3:22])=[CH:20][C:19]([CH3:23])=[CH:18][N:17]=3)[CH2:12][CH2:11]2)=[O:9])=[C:4]([S:24]([CH3:27])(=[O:26])=[O:25])[CH:3]=1.[CH3:28][N:29]1[CH2:33][CH2:32][NH:31][C:30]1=[O:34], predict the reaction product. The product is: [CH3:22][C:21]1[C:16]([N:13]2[CH2:14][CH2:15][N:10]([C:8]([C:5]3[CH:6]=[CH:7][C:2]([N:31]4[CH2:32][CH2:33][N:29]([CH3:28])[C:30]4=[O:34])=[CH:3][C:4]=3[S:24]([CH3:27])(=[O:26])=[O:25])=[O:9])[CH2:11][CH2:12]2)=[N:17][CH:18]=[C:19]([CH3:23])[CH:20]=1. (3) Given the reactants [NH2:1][C:2]1[CH:7]=[CH:6][C:5]([O:8][CH3:9])=[CH:4][C:3]=1[SH:10].[Cl:11][C:12]1[C:17]([NH:18][C:19](=[O:24])[C:20]([CH3:23])([CH3:22])[CH3:21])=[CH:16][CH:15]=[C:14]([CH:25]=O)[N:13]=1.C(OCC)(=O)C, predict the reaction product. The product is: [Cl:11][C:12]1[C:17]([NH:18][C:19](=[O:24])[C:20]([CH3:21])([CH3:22])[CH3:23])=[CH:16][CH:15]=[C:14]([C:25]2[S:10][C:3]3[CH:4]=[C:5]([O:8][CH3:9])[CH:6]=[CH:7][C:2]=3[N:1]=2)[N:13]=1. (4) Given the reactants Br[C:2]1[CH:7]=[CH:6][C:5]([C:8]2[CH2:12][C:11]([C:17]3[CH:22]=[C:21]([Cl:23])[CH:20]=[C:19]([Cl:24])[CH:18]=3)([C:13]([F:16])([F:15])[F:14])[O:10][N:9]=2)=[CH:4][C:3]=1[N+:25]([O-:27])=[O:26].[C:28]([O-:31])(=[O:30])C.[Na+].[C]=O.[CH2:35](O)[CH3:36], predict the reaction product. The product is: [CH2:35]([O:31][C:28](=[O:30])[C:2]1[CH:7]=[CH:6][C:5]([C:8]2[CH2:12][C:11]([C:17]3[CH:18]=[C:19]([Cl:24])[CH:20]=[C:21]([Cl:23])[CH:22]=3)([C:13]([F:14])([F:16])[F:15])[O:10][N:9]=2)=[CH:4][C:3]=1[N+:25]([O-:27])=[O:26])[CH3:36]. (5) Given the reactants [CH2:1]([C:3]1([CH2:13][C:14]([OH:21])([C:17]([F:20])([F:19])[F:18])[CH2:15][OH:16])[C:12]2[C:7](=[CH:8][CH:9]=[CH:10][CH:11]=2)[CH2:6][CH2:5][CH2:4]1)[CH3:2].C(N(CC)CC)C.[Cl-].[NH4+], predict the reaction product. The product is: [CH2:1]([C:3]1([CH2:13][C:14]([OH:21])([C:17]([F:19])([F:18])[F:20])[CH:15]=[O:16])[C:12]2[C:7](=[CH:8][CH:9]=[CH:10][CH:11]=2)[CH2:6][CH2:5][CH2:4]1)[CH3:2].